From a dataset of Full USPTO retrosynthesis dataset with 1.9M reactions from patents (1976-2016). Predict the reactants needed to synthesize the given product. Given the product [CH2:37]([C:38]1[O:1][N:2]=[C:3]([C:5]2[N:6]=[N:7][C:8]([N:11]3[CH2:12][CH2:13][N:14]([C:17]([C:18]4[CH:23]=[CH:22][CH:21]=[CH:20][C:19]=4[C:24]([F:27])([F:26])[F:25])=[O:28])[CH2:15][CH2:16]3)=[CH:9][CH:10]=2)[N:4]=1)[CH3:36], predict the reactants needed to synthesize it. The reactants are: [OH:1][NH:2][C:3]([C:5]1[N:6]=[N:7][C:8]([N:11]2[CH2:16][CH2:15][N:14]([C:17](=[O:28])[C:18]3[CH:23]=[CH:22][CH:21]=[CH:20][C:19]=3[C:24]([F:27])([F:26])[F:25])[CH2:13][CH2:12]2)=[CH:9][CH:10]=1)=[NH:4].C(N(CC)CC)C.[C:36](Cl)(=O)[CH2:37][CH3:38].